Dataset: Forward reaction prediction with 1.9M reactions from USPTO patents (1976-2016). Task: Predict the product of the given reaction. (1) Given the reactants [CH2:1]([N:8]1[C:13](=[O:14])[C:12]2[C:15]([CH3:18])=[N:16][O:17][C:11]=2[N:10]=[C:9]1[CH:19](Br)[CH2:20][CH3:21])[C:2]1[CH:7]=[CH:6][CH:5]=[CH:4][CH:3]=1.C(=O)([O-])[O-].[K+].[K+].[C:29]([O:33][C:34](=[O:40])[NH:35][CH2:36][CH2:37][CH2:38][NH2:39])([CH3:32])([CH3:31])[CH3:30].O, predict the reaction product. The product is: [C:29]([O:33][C:34](=[O:40])[NH:35][CH2:36][CH2:37][CH2:38][NH:39][CH:19]([C:9]1[N:8]([CH2:1][C:2]2[CH:7]=[CH:6][CH:5]=[CH:4][CH:3]=2)[C:13](=[O:14])[C:12]2[C:15]([CH3:18])=[N:16][O:17][C:11]=2[N:10]=1)[CH2:20][CH3:21])([CH3:32])([CH3:30])[CH3:31]. (2) Given the reactants [CH:1]1([CH:7]2[NH:12][C:11]3[CH:13]=[CH:14][CH:15]=[C:16](C4C=CC=CC=4OC)[C:10]=3[S:9](=[O:26])(=[O:25])[NH:8]2)[CH2:6][CH2:5][CH2:4][CH2:3][CH2:2]1.[CH3:27][O:28][C:29]1[CH:30]=[C:31](B(O)O)[CH:32]=[CH:33][CH:34]=1, predict the reaction product. The product is: [CH:1]1([CH:7]2[NH:12][C:11]3[CH:13]=[CH:14][CH:15]=[C:16]([C:33]4[CH:32]=[CH:31][CH:30]=[C:29]([O:28][CH3:27])[CH:34]=4)[C:10]=3[S:9](=[O:26])(=[O:25])[NH:8]2)[CH2:6][CH2:5][CH2:4][CH2:3][CH2:2]1.